From a dataset of Reaction yield outcomes from USPTO patents with 853,638 reactions. Predict the reaction yield, written as a fraction of the theoretical maximum amount of product (1.0 means a 100% yield; for example, 0.34 means a 34% yield). (1) The reactants are [CH2:1]([O:4][C:5]([C:7]1[N:8]=[C:9]([N:12]2[CH2:15][CH:14]([OH:16])[CH2:13]2)[S:10][CH:11]=1)=[O:6])[CH:2]=[CH2:3].[CH3:17][S:18](Cl)(=[O:20])=[O:19].C(N(CC)CC)C. The catalyst is C(Cl)Cl. The product is [CH2:1]([O:4][C:5]([C:7]1[N:8]=[C:9]([N:12]2[CH2:13][CH:14]([O:16][S:18]([CH3:17])(=[O:20])=[O:19])[CH2:15]2)[S:10][CH:11]=1)=[O:6])[CH:2]=[CH2:3]. The yield is 0.770. (2) The reactants are Cl.C([O:9][C:10]1[CH:19]=[C:18]2[C:13]([C:14]([NH:20][C:21]3[CH:26]=[CH:25][C:24]([Cl:27])=[CH:23][C:22]=3[F:28])=[N:15][CH:16]=[N:17]2)=[CH:12][C:11]=1[O:29][CH3:30])C1C=CC=CC=1. The catalyst is C(O)(C(F)(F)F)=O. The product is [Cl:27][C:24]1[CH:25]=[CH:26][C:21]([NH:20][C:14]2[C:13]3[C:18](=[CH:19][C:10]([OH:9])=[C:11]([O:29][CH3:30])[CH:12]=3)[N:17]=[CH:16][N:15]=2)=[C:22]([F:28])[CH:23]=1. The yield is 0.720. (3) The reactants are [C:1]1(=[O:13])[N:5]([CH2:6][CH2:7][CH2:8][C:9]([OH:11])=O)[C:4](=[O:12])[CH:3]=[CH:2]1.[NH:14]([C:16]([O:18][C:19]([CH3:22])([CH3:21])[CH3:20])=[O:17])[NH2:15].C(Cl)CCl. The catalyst is C(Cl)Cl. The product is [O:13]=[C:1]1[CH:2]=[CH:3][C:4](=[O:12])[N:5]1[CH2:6][CH2:7][CH2:8][C:9]([NH:15][NH:14][C:16]([O:18][C:19]([CH3:22])([CH3:21])[CH3:20])=[O:17])=[O:11]. The yield is 0.850. (4) The reactants are [NH2:1][CH2:2][CH2:3][C:4]([OH:6])=[O:5].[OH-].[Na+].Cl[C:10]([O:12][CH2:13][CH2:14][CH2:15][CH3:16])=[O:11].Cl. The catalyst is CCC(C)C. The product is [CH2:13]([O:12][C:10]([NH:1][CH2:2][CH2:3][C:4]([OH:6])=[O:5])=[O:11])[CH2:14][CH2:15][CH3:16]. The yield is 0.680. (5) The reactants are [CH3:1][O:2][C:3]1[N:13]=[CH:12][C:11]2[S:10][CH2:9][CH2:8][NH:7][CH2:6][C:5]=2[CH:4]=1.[F:14][C:15]1[CH:24]=[C:23]([CH:25]=O)[CH:22]=[CH:21][C:16]=1[C:17]([O:19][CH3:20])=[O:18].C(O[BH-](OC(=O)C)OC(=O)C)(=O)C.[Na+]. The catalyst is ClCCCl. The product is [F:14][C:15]1[CH:24]=[C:23]([CH2:25][N:7]2[CH2:6][C:5]3[CH:4]=[C:3]([O:2][CH3:1])[N:13]=[CH:12][C:11]=3[S:10][CH2:9][CH2:8]2)[CH:22]=[CH:21][C:16]=1[C:17]([O:19][CH3:20])=[O:18]. The yield is 0.620. (6) The reactants are Br[C:2]1[CH:3]=[CH:4][C:5]([N+:8]([O-:10])=[O:9])=[N:6][CH:7]=1.[CH3:11][C@@H:12]1[CH2:17][NH:16][CH2:15][CH2:14][N:13]1[C:18]([O:20][C:21]([CH3:24])([CH3:23])[CH3:22])=[O:19].C(=O)([O-])[O-].[K+].[K+]. The catalyst is CS(C)=O. The product is [CH3:11][C@@H:12]1[CH2:17][N:16]([C:2]2[CH:7]=[N:6][C:5]([N+:8]([O-:10])=[O:9])=[CH:4][CH:3]=2)[CH2:15][CH2:14][N:13]1[C:18]([O:20][C:21]([CH3:22])([CH3:24])[CH3:23])=[O:19]. The yield is 0.500. (7) The reactants are [Cl:1][C:2]1[CH:7]=[C:6]([Cl:8])[CH:5]=[CH:4][C:3]=1[C:9]1[C:17]2[C:13](=[CH:14][N:15]([CH3:18])[N:16]=2)[CH:12]=[CH:11][CH:10]=1.[Br:19]Br. The catalyst is C(O)(=O)C. The product is [Br:19][C:14]1[N:15]([CH3:18])[N:16]=[C:17]2[C:13]=1[CH:12]=[CH:11][CH:10]=[C:9]2[C:3]1[CH:4]=[CH:5][C:6]([Cl:8])=[CH:7][C:2]=1[Cl:1]. The yield is 0.100.